Dataset: Forward reaction prediction with 1.9M reactions from USPTO patents (1976-2016). Task: Predict the product of the given reaction. (1) Given the reactants [OH:1][CH2:2][C:3]1([NH:6][C:7](=[O:13])[O:8][C:9]([CH3:12])([CH3:11])[CH3:10])[CH2:5][CH2:4]1.CC(OI1(OC(C)=O)(OC(C)=O)OC(=O)C2C=CC=CC1=2)=O, predict the reaction product. The product is: [CH:2]([C:3]1([NH:6][C:7](=[O:13])[O:8][C:9]([CH3:11])([CH3:10])[CH3:12])[CH2:5][CH2:4]1)=[O:1]. (2) The product is: [Cl:21][C:4]1[CH:5]=[C:6]([N:8]2[CH2:12][CH2:11][CH2:10][CH:9]2[NH:13][C:14]([O:16][C:17]([CH3:20])([CH3:19])[CH3:18])=[O:15])[CH:7]=[C:2]([NH:29][CH2:28][C:27]2[CH:30]=[CH:31][C:24]([O:23][CH3:22])=[CH:25][CH:26]=2)[N:3]=1. Given the reactants Cl[C:2]1[CH:7]=[C:6]([N:8]2[CH2:12][CH2:11][CH2:10][CH:9]2[NH:13][C:14]([O:16][C:17]([CH3:20])([CH3:19])[CH3:18])=[O:15])[CH:5]=[C:4]([Cl:21])[N:3]=1.[CH3:22][O:23][C:24]1[CH:31]=[CH:30][C:27]([CH2:28][NH2:29])=[CH:26][CH:25]=1.C(=O)([O-])[O-].[Cs+].[Cs+].O, predict the reaction product.